Dataset: Peptide-MHC class II binding affinity with 134,281 pairs from IEDB. Task: Regression. Given a peptide amino acid sequence and an MHC pseudo amino acid sequence, predict their binding affinity value. This is MHC class II binding data. (1) The peptide sequence is VIDWLVSNQSVRNRQEGLY. The MHC is DRB1_1201 with pseudo-sequence DRB1_1201. The binding affinity (normalized) is 0.388. (2) The peptide sequence is WVKVVEEKGFNPEVIPMF. The MHC is DRB4_0101 with pseudo-sequence DRB4_0103. The binding affinity (normalized) is 0.173. (3) The peptide sequence is YTTEGGTKGEAKDVI. The MHC is DRB1_0101 with pseudo-sequence DRB1_0101. The binding affinity (normalized) is 0.130. (4) The binding affinity (normalized) is 0.319. The peptide sequence is DCCMEILGAVLEAVD. The MHC is H-2-IAb with pseudo-sequence H-2-IAb. (5) The peptide sequence is SCGLYKQPGVPVRWK. The MHC is H-2-IAb with pseudo-sequence H-2-IAb. The binding affinity (normalized) is 0.375. (6) The peptide sequence is VSAISQTEVKEEGKE. The MHC is DRB1_1301 with pseudo-sequence DRB1_1301. The binding affinity (normalized) is 0.246. (7) The peptide sequence is DDGRNIAWDNDKLES. The binding affinity (normalized) is 0.0672. The MHC is DRB1_0802 with pseudo-sequence DRB1_0802. (8) The peptide sequence is FFALCVLGLVAAALP. The MHC is DRB1_1201 with pseudo-sequence DRB1_1201. The binding affinity (normalized) is 0.622. (9) The peptide sequence is PKYVKQNTLKLAT. The MHC is HLA-DPA10301-DPB10402 with pseudo-sequence HLA-DPA10301-DPB10402. The binding affinity (normalized) is 0.474. (10) The peptide sequence is LGFVFTLTVPSERG. The binding affinity (normalized) is 0.689. The MHC is DRB1_0401 with pseudo-sequence DRB1_0401.